Dataset: NCI-60 drug combinations with 297,098 pairs across 59 cell lines. Task: Regression. Given two drug SMILES strings and cell line genomic features, predict the synergy score measuring deviation from expected non-interaction effect. (1) Drug 1: CC1C(C(CC(O1)OC2CC(CC3=C2C(=C4C(=C3O)C(=O)C5=C(C4=O)C(=CC=C5)OC)O)(C(=O)CO)O)N)O.Cl. Drug 2: C1CC(=O)NC(=O)C1N2CC3=C(C2=O)C=CC=C3N. Cell line: SK-OV-3. Synergy scores: CSS=-0.833, Synergy_ZIP=-1.09, Synergy_Bliss=-4.90, Synergy_Loewe=-3.36, Synergy_HSA=-5.57. (2) Drug 1: C1=CC(=C2C(=C1NCCNCCO)C(=O)C3=C(C=CC(=C3C2=O)O)O)NCCNCCO. Drug 2: C1=NC2=C(N=C(N=C2N1C3C(C(C(O3)CO)O)O)F)N. Cell line: SNB-75. Synergy scores: CSS=54.3, Synergy_ZIP=-0.731, Synergy_Bliss=1.35, Synergy_Loewe=-45.4, Synergy_HSA=0.836. (3) Drug 1: C1CCC(C1)C(CC#N)N2C=C(C=N2)C3=C4C=CNC4=NC=N3. Drug 2: C1=CC(=CC=C1CC(C(=O)O)N)N(CCCl)CCCl.Cl. Cell line: RPMI-8226. Synergy scores: CSS=17.6, Synergy_ZIP=-2.40, Synergy_Bliss=4.94, Synergy_Loewe=-2.19, Synergy_HSA=-1.51. (4) Drug 1: CC1=C(C=C(C=C1)NC(=O)C2=CC=C(C=C2)CN3CCN(CC3)C)NC4=NC=CC(=N4)C5=CN=CC=C5. Drug 2: CC1=C(N=C(N=C1N)C(CC(=O)N)NCC(C(=O)N)N)C(=O)NC(C(C2=CN=CN2)OC3C(C(C(C(O3)CO)O)O)OC4C(C(C(C(O4)CO)O)OC(=O)N)O)C(=O)NC(C)C(C(C)C(=O)NC(C(C)O)C(=O)NCCC5=NC(=CS5)C6=NC(=CS6)C(=O)NCCC[S+](C)C)O. Cell line: MOLT-4. Synergy scores: CSS=9.33, Synergy_ZIP=-0.867, Synergy_Bliss=-3.61, Synergy_Loewe=-30.8, Synergy_HSA=-4.71. (5) Drug 1: CC(CN1CC(=O)NC(=O)C1)N2CC(=O)NC(=O)C2. Drug 2: C1=NC2=C(N=C(N=C2N1C3C(C(C(O3)CO)O)F)Cl)N. Cell line: SK-MEL-2. Synergy scores: CSS=34.2, Synergy_ZIP=-8.23, Synergy_Bliss=-6.32, Synergy_Loewe=-6.29, Synergy_HSA=-2.55.